Dataset: Full USPTO retrosynthesis dataset with 1.9M reactions from patents (1976-2016). Task: Predict the reactants needed to synthesize the given product. (1) Given the product [CH3:1][O:2][C:3]1[CH:20]=[C:19]([O:21][CH3:22])[CH:18]=[CH:17][C:4]=1[CH2:5][N:6]1[CH:14]2[CH:9]([CH2:10][CH2:11][C:12](=[O:15])[CH2:13]2)[CH2:8][C:7]1=[O:16], predict the reactants needed to synthesize it. The reactants are: [CH3:1][O:2][C:3]1[CH:20]=[C:19]([O:21][CH3:22])[CH:18]=[CH:17][C:4]=1[CH2:5][NH:6][C:7](=[O:16])[CH2:8][CH:9]1[CH2:14][CH2:13][C:12](=[O:15])[CH:11]=[CH:10]1.[H-].[Na+]. (2) Given the product [NH:14]1[C:15]2[CH:20]=[CH:19][CH:18]=[CH:17][C:16]=2[N:21]=[C:12]1[C:3]1[C:4]2[C:9](=[CH:8][CH:7]=[C:6]([C:10]3[NH:21][C:16]4[CH:17]=[CH:18][CH:19]=[CH:20][C:15]=4[N:14]=3)[CH:5]=2)[NH:1][N:2]=1, predict the reactants needed to synthesize it. The reactants are: [NH:1]1[C:9]2[C:4](=[CH:5][C:6]([CH:10]=O)=[CH:7][CH:8]=2)[C:3]([CH:12]=O)=[N:2]1.[NH2:14][C:15]1[CH:20]=[CH:19][CH:18]=[CH:17][C:16]=1[NH2:21]. (3) Given the product [Br:1][C:2]1[C:3]([CH:20]=[O:21])=[C:4]([Cl:8])[N:5]=[CH:6][CH:7]=1, predict the reactants needed to synthesize it. The reactants are: [Br:1][C:2]1[CH:7]=[CH:6][N:5]=[C:4]([Cl:8])[CH:3]=1.C([N-]C(C)C)(C)C.[Li+].CN([CH:20]=[O:21])C. (4) Given the product [Cl:25][C:26]1[CH:33]=[CH:32][C:29]([CH2:30][O:1][C:2]2[CH:7]=[CH:6][C:5]([C@H:8]3[CH2:12][C:11]4([CH2:17][CH2:16][N:15]([C:18]([NH:56][C:53]5[O:52][N:51]=[C:50]([CH3:49])[C:54]=5[CH3:55])=[O:19])[CH2:14][CH2:13]4)[O:10][CH2:9]3)=[CH:4][CH:3]=2)=[CH:28][CH:27]=1, predict the reactants needed to synthesize it. The reactants are: [OH:1][C:2]1[CH:7]=[CH:6][C:5]([C@H:8]2[CH2:12][C:11]3([CH2:17][CH2:16][N:15]([C:18](OC(C)(C)C)=[O:19])[CH2:14][CH2:13]3)[O:10][CH2:9]2)=[CH:4][CH:3]=1.[Cl:25][C:26]1[CH:33]=[CH:32][C:29]([CH2:30]Br)=[CH:28][CH:27]=1.[I-].[Na+].C(=O)([O-])[O-].[K+].[K+].Cl.O1CCOCC1.[CH3:49][C:50]1[C:54]([CH3:55])=[C:53]([NH:56]C(=O)OC2C=CC=CC=2)[O:52][N:51]=1.CCN(C(C)C)C(C)C. (5) Given the product [CH3:31][C:32]([CH3:36])([CH3:35])[C:33]#[C:34][C:2]1[CH:23]=[CH:22][C:5]([C:6]([NH:8][S:9]([C:12]2[CH:17]=[CH:16][CH:15]=[CH:14][C:13]=2[S:18](=[O:21])(=[O:20])[NH2:19])(=[O:11])=[O:10])=[O:7])=[CH:4][C:3]=1[O:24][CH2:25][CH2:26][C:27]([F:30])([F:29])[F:28], predict the reactants needed to synthesize it. The reactants are: Br[C:2]1[CH:23]=[CH:22][C:5]([C:6]([NH:8][S:9]([C:12]2[CH:17]=[CH:16][CH:15]=[CH:14][C:13]=2[S:18](=[O:21])(=[O:20])[NH2:19])(=[O:11])=[O:10])=[O:7])=[CH:4][C:3]=1[O:24][CH2:25][CH2:26][C:27]([F:30])([F:29])[F:28].[CH3:31][C:32]([CH3:36])([CH3:35])[C:33]#[CH:34]. (6) Given the product [F:1][C:2]1[CH:7]=[C:6]([CH2:8][O:9][CH2:24][CH:21]2[CH2:22][CH2:23][O:18][CH2:19][CH2:20]2)[CH:5]=[CH:4][N:3]=1, predict the reactants needed to synthesize it. The reactants are: [F:1][C:2]1[CH:7]=[C:6]([CH2:8][OH:9])[CH:5]=[CH:4][N:3]=1.FC(F)(F)S(O)(=O)=O.[O:18]1[CH2:23][CH2:22][CH:21]([CH2:24]O)[CH2:20][CH2:19]1.C(=O)([O-])O.[Na+].